From a dataset of Experimentally validated miRNA-target interactions with 360,000+ pairs, plus equal number of negative samples. Binary Classification. Given a miRNA mature sequence and a target amino acid sequence, predict their likelihood of interaction. (1) The miRNA is hsa-miR-3613-3p with sequence ACAAAAAAAAAAGCCCAACCCUUC. The protein sequence of the target gene is MLGWIKCLMRMWFQRVGVSMQSVLWSGKPYGSSRSIVRKIGTNLSLIQCPRVQFQLTSHATEWSPAHSGEDAVASFADVGLVATEEGECSIRLRAEVSSKPPHEDDPPCFEKPPSRHTSFPSLSQDKPSPERTLASEEALQKISALENELAALRAQIAKIVTLQEQQSPSAGCLDSSTSVTVAPPPPPPPPPPPLPLVLHQSTSALDLIKERREQRLSAGKTLATGHPKKPDMPNMLEILKDMNSVKLRSVKRSEKDVKPRPADTDHAAFIAEALKKKFAYRHNSQGETERGIPKPESEA.... Result: 0 (no interaction). (2) The miRNA is hsa-miR-23b-5p with sequence UGGGUUCCUGGCAUGCUGAUUU. The protein sequence of the target gene is MSHSHPAGLLAAYNSLMDKHLAGYFNNTRIRRHLLRSGLITRSGRILSEKEYKLNMMKRDHQKYIRECLAQAIFHKVLDMERYHQLEIKKKLETLARKERIQRFKGEHTRRSVENNMPILSPHPPVGPKSNRGHSVLVDEGHSSPLALTAPRPYTAPGNMQPPIRLQPLPSNPAVETVPKVTSRSRSKTSLLENEALFPIGGKKAVMKFRNSIGNSQRMNSYQLPNINSYMMPIPPPLPPTGKITRENRSETWRRRRFRPTTAPNGLEPLLTKDSRRIHKTSLHSNAAITMIYLGKNVHL.... Result: 0 (no interaction). (3) The miRNA is hsa-miR-7157-3p with sequence UCUGUGCUACUGGAUGAAGAGU. The protein sequence of the target gene is MPKEKYEPPDPRRMYTIMSSEEAANGKKSHWAELEISGKVRSLSSSLWSLTHLTALHLSDNSLSCIPSDIAKLHNLVYLDLSHNQIQSLPAELGNMVSLRELHLNYNQLRVLPFELGKLFQLQTLSLKGNPLTQDILNLCLEPDGTRRLLNYLLDNLSGTAKRISTEQPPPRSWIMLQEPDRTRPTALFSVMCYNVLCDKYATRQLYGYCPSWALNWDYRKKAIIQEILSCNADIISLQEVETEQYYSFFLVELKERGYNGFFSPKSRARTMSEQERKHVDGCAIFFKTEKFTLVQKHTV.... Result: 0 (no interaction). (4) The miRNA is hsa-miR-4731-3p with sequence CACACAAGUGGCCCCCAACACU. The protein sequence of the target gene is MLPAAARPLWGPCLGLRAAAFRLARRQVPCVCAVRHMRSSGHQRCEALAGAPLDNAPKEYPPKIQQLVQDIASLTLLEISDLNELLKKTLKIQDVGLVPMGGVMSGAVPAAAAQEAVEEDIPIAKERTHFTVRLTEAKPVDKVKLIKEIKNYIQGINLVQAKKLVESLPQEIKANVAKAEAEKIKAALEAVGGTVVLE. Result: 1 (interaction). (5) The miRNA is hsa-miR-4667-3p with sequence UCCCUCCUUCUGUCCCCACAG. The protein sequence of the target gene is MSSDEEKYSLPVVQNDSSRGSSVSSNLQEEYEELLHYAIVTPNIEPCASQSSHPKGELVPDVRISTIHDILHSQGNNSEVRETAIEVGKGCDFHISSHSKTDESSPVLSPRKPSHPVMDFFSSHLLADSSSPATNSSHTDAHEILVSDFLVSDENLQKMENVLDLWSSGLKTNIISELSKWRLNFIDWHRMEMRKEKEKHAAHLKQLCNQINELKELQKTFEISIGRKDEVISSLSHAIGKQKEKIELMRTFFHWRIGHVRARQDVYEGKLADQYYQRTLLKKVWKVWRSVVQKQWKDVV.... Result: 0 (no interaction). (6) The miRNA is mmu-miR-665-3p with sequence ACCAGGAGGCUGAGGUCCCU. The protein sequence of the target gene is MAMTLLEDWCRGMDVNSQRALLVWGIPVNCDEAEIEETLQAAMPQVSYRMLGRMFWREENAKAALLELTGAVDYAAIPREMPGKGGVWKVLFKPPTSDAEFLERLHLFLAREGWTVQDVARVLGFQNPTPTPGPEMPAEMLNYILDNVIQPLVESIWYKRLTLFSGRDIPGPGEETFDPWLEHTNEVLEEWQVSDVEKRRRLMESLRGPAADVIRILKSNNPAITTAECLKALEQVFGSVESSRDAQIKFLNTYQNPGEKLSAYVIRLEPLLQKVVEKGAIDKDNVNQARLEQVIAGANH.... Result: 0 (no interaction).